This data is from Forward reaction prediction with 1.9M reactions from USPTO patents (1976-2016). The task is: Predict the product of the given reaction. (1) Given the reactants Br[C:2]1[CH:3]=[C:4]([C:8]([O:10][CH3:11])=[O:9])[S:5][C:6]=1[CH3:7].C(=O)([O-])[O-].[K+].[K+].[CH3:18][N:19]1[C:23](B2OC(C)(C)C(C)(C)O2)=[CH:22][CH:21]=[N:20]1, predict the reaction product. The product is: [CH3:7][C:6]1[S:5][C:4]([C:8]([O:10][CH3:11])=[O:9])=[CH:3][C:2]=1[C:23]1[N:19]([CH3:18])[N:20]=[CH:21][CH:22]=1. (2) The product is: [CH:28]1([C:31]([NH:1][C:2]2[N:3]=[C:4]3[CH:9]=[CH:8][C:7]([O:10][C:11]4[CH:12]=[C:13]([NH:17][C:18]([C:20]5[CH:25]=[CH:24][CH:23]=[C:22]([CH3:26])[N:21]=5)=[O:19])[CH:14]=[CH:15][CH:16]=4)=[CH:6][N:5]3[CH:27]=2)=[O:32])[CH2:30][CH2:29]1. Given the reactants [NH2:1][C:2]1[N:3]=[C:4]2[CH:9]=[CH:8][C:7]([O:10][C:11]3[CH:12]=[C:13]([NH:17][C:18]([C:20]4[CH:25]=[CH:24][CH:23]=[C:22]([CH3:26])[N:21]=4)=[O:19])[CH:14]=[CH:15][CH:16]=3)=[CH:6][N:5]2[CH:27]=1.[CH:28]1([C:31](Cl)=[O:32])[CH2:30][CH2:29]1, predict the reaction product. (3) Given the reactants CO.[O:3]1[C:8]2[CH:9]=[CH:10][C:11]([CH2:13][N:14]([CH:22]3[CH2:27][CH2:26][N:25]([CH2:28][CH2:29][N:30]4[C:39]5[C:34](=[C:35]([NH2:40])[CH:36]=[CH:37][CH:38]=5)[CH:33]=[CH:32][C:31]4=[O:41])[CH2:24][CH2:23]3)[C:15](=[O:21])[O:16][C:17]([CH3:20])([CH3:19])[CH3:18])=[CH:12][C:7]=2[O:6][CH2:5][CH2:4]1.[C:42](=O)([O-])[O-].[Na+].[Na+].S(OC)(OC)(=O)=O, predict the reaction product. The product is: [O:3]1[C:8]2[CH:9]=[CH:10][C:11]([CH2:13][N:14]([CH:22]3[CH2:27][CH2:26][N:25]([CH2:28][CH2:29][N:30]4[C:39]5[C:34](=[C:35]([NH:40][CH3:42])[CH:36]=[CH:37][CH:38]=5)[CH:33]=[CH:32][C:31]4=[O:41])[CH2:24][CH2:23]3)[C:15](=[O:21])[O:16][C:17]([CH3:20])([CH3:19])[CH3:18])=[CH:12][C:7]=2[O:6][CH2:5][CH2:4]1. (4) Given the reactants [OH:1][CH2:2][CH:3]1[CH2:8][CH2:7][CH:6]([C:9]([OH:11])=[O:10])[CH2:5][CH2:4]1.S(Cl)(Cl)=O.[CH3:16]O, predict the reaction product. The product is: [OH:1][CH2:2][CH:3]1[CH2:4][CH2:5][CH:6]([C:9]([O:11][CH3:16])=[O:10])[CH2:7][CH2:8]1. (5) Given the reactants C(N[C:4]([C:6]1[S:7][CH:8]=[CH:9][C:10]=1[CH:11]([OH:13])C)=[O:5])C.Cl.[OH-].[Na+].C(=O)(O)[O-:18].[Na+], predict the reaction product. The product is: [OH:13][CH2:11][C:10]1[CH:9]=[CH:8][S:7][C:6]=1[C:4]([OH:5])=[O:18]. (6) Given the reactants COC(=O)CCCCC(OC)=O.[CH2:13]=[CH:14][CH2:15][CH2:16][CH2:17][CH2:18][CH2:19][CH3:20].O=O.[CH2:23]([CH:31]([CH2:36][CH2:37][CH2:38][C:39]([O:41][CH3:42])=[O:40])[C:32]([O:34][CH3:35])=[O:33])[CH2:24][CH2:25][CH2:26][CH2:27][CH2:28][CH2:29][CH3:30], predict the reaction product. The product is: [CH2:23]([CH:31]([CH2:36][CH2:37][CH:38]([CH2:13][CH2:14][CH2:15][CH2:16][CH2:17][CH2:18][CH2:19][CH3:20])[C:39]([O:41][CH3:42])=[O:40])[C:32]([O:34][CH3:35])=[O:33])[CH2:24][CH2:25][CH2:26][CH2:27][CH2:28][CH2:29][CH3:30]. (7) Given the reactants C(O[C:4](=[O:35])[CH2:5][CH2:6][N:7]1[CH2:11][C:10]2[CH:12]=[C:13]([C:16]3[C:24]4[C:19](=[CH:20][C:21]([F:25])=[CH:22][CH:23]=4)[N:18](C(OC(C)(C)C)=O)[CH:17]=3)[CH:14]=[CH:15][C:9]=2[S:8]1(=[O:34])=[O:33])C.[CH3:36][NH2:37].CCO, predict the reaction product. The product is: [F:25][C:21]1[CH:20]=[C:19]2[C:24]([C:16]([C:13]3[CH:14]=[CH:15][C:9]4[S:8](=[O:33])(=[O:34])[N:7]([CH2:6][CH2:5][C:4]([NH:37][CH3:36])=[O:35])[CH2:11][C:10]=4[CH:12]=3)=[CH:17][NH:18]2)=[CH:23][CH:22]=1. (8) The product is: [NH2:1][C:2]1[N:7]=[C:6]([N:8]2[C:12]3[CH:13]=[C:14]([C:17]#[C:18][C@:19]([C:22]4[N:27]=[C:26]([CH3:25])[O:42][N:23]=4)([OH:21])[CH3:20])[CH:15]=[CH:16][C:11]=3[N:10]=[C:9]2[O:28][CH2:29][CH2:30][O:31][CH3:32])[CH:5]=[CH:4][N:3]=1. Given the reactants [NH2:1][C:2]1[N:7]=[C:6]([N:8]2[C:12]3[CH:13]=[C:14]([C:17]#[C:18][C:19]([C:22]4[N:27]=[CH:26][CH:25]=C[N:23]=4)([OH:21])[CH3:20])[CH:15]=[CH:16][C:11]=3[N:10]=[C:9]2[O:28][CH2:29][CH2:30][O:31][CH3:32])[CH:5]=[CH:4][N:3]=1.IC1C=CC2N=C([O:42]CCOC)N(C3C=CN=C(N)N=3)C=2C=1.CC1ON=C([C@](O)(C#C)C)N=1, predict the reaction product.